Dataset: Forward reaction prediction with 1.9M reactions from USPTO patents (1976-2016). Task: Predict the product of the given reaction. (1) Given the reactants [Cl:1][C:2]1[CH:7]=[C:6]([O:8][CH3:9])[CH:5]=[CH:4][C:3]=1[C:10]1[N:11]=[C:12]([N:16]([C:20]2[CH:25]=[C:24]([C:26](O)=[O:27])[CH:23]=[CH:22][C:21]=2[O:29][CH3:30])[CH2:17][CH2:18][CH3:19])[S:13][C:14]=1[CH3:15].[CH3:31][Li], predict the reaction product. The product is: [Cl:1][C:2]1[CH:7]=[C:6]([O:8][CH3:9])[CH:5]=[CH:4][C:3]=1[C:10]1[N:11]=[C:12]([N:16]([C:20]2[CH:25]=[C:24]([C:26](=[O:27])[CH3:31])[CH:23]=[CH:22][C:21]=2[O:29][CH3:30])[CH2:17][CH2:18][CH3:19])[S:13][C:14]=1[CH3:15]. (2) Given the reactants [C:1]([O:5][C:6]([N:8]1[CH2:12][CH2:11][CH2:10][C@@H:9]1[C:13]([OH:15])=[O:14])=[O:7])([CH3:4])([CH3:3])[CH3:2].CCN(C(C)C)C(C)C.Br[CH2:26][C:27]([C:29]1[CH:34]=[CH:33][CH:32]=[CH:31][CH:30]=1)=[O:28].CCCCCCC, predict the reaction product. The product is: [N:8]1([C:6]([O:5][C:1]([CH3:4])([CH3:2])[CH3:3])=[O:7])[CH2:12][CH2:11][CH2:10][C@@H:9]1[C:13]([O:15][CH2:26][C:27](=[O:28])[C:29]1[CH:34]=[CH:33][CH:32]=[CH:31][CH:30]=1)=[O:14]. (3) Given the reactants [CH3:1][O:2][CH2:3][C@H:4]([CH3:32])[O:5][C:6]1[CH:7]=[C:8](B2OC(C)(C)C(C)(C)O2)[CH:9]=[C:10]([O:12][C:13]2[CH:18]=[CH:17][C:16]([S:19]([CH3:22])(=[O:21])=[O:20])=[CH:15][CH:14]=2)[CH:11]=1.Br[C:34]1[N:35]([C:44]([O:46][C:47]([CH3:50])([CH3:49])[CH3:48])=[O:45])[C:36]([C:39]2[S:40][CH:41]=[CH:42][N:43]=2)=[CH:37][CH:38]=1.C(=O)([O-])[O-].[K+].[K+], predict the reaction product. The product is: [CH3:1][O:2][CH2:3][C@H:4]([CH3:32])[O:5][C:6]1[CH:7]=[C:8]([C:34]2[N:35]([C:44]([O:46][C:47]([CH3:50])([CH3:49])[CH3:48])=[O:45])[C:36]([C:39]3[S:40][CH:41]=[CH:42][N:43]=3)=[CH:37][CH:38]=2)[CH:9]=[C:10]([O:12][C:13]2[CH:14]=[CH:15][C:16]([S:19]([CH3:22])(=[O:21])=[O:20])=[CH:17][CH:18]=2)[CH:11]=1. (4) The product is: [CH2:1]([N:8]1[C:16]2([CH2:21][CH2:20][NH:19][CH2:18][CH2:17]2)[C:15]2[C:10](=[CH:11][CH:12]=[CH:13][CH:14]=2)[C:9]1=[O:22])[C:2]1[CH:7]=[CH:6][CH:5]=[CH:4][CH:3]=1. Given the reactants [CH2:1]([N:8]1[C:16]2([CH:21]=[CH:20][NH:19][CH2:18][CH2:17]2)[C:15]2[C:10](=[CH:11][CH:12]=[CH:13][CH:14]=2)[C:9]1=[O:22])[C:2]1[CH:7]=[CH:6][CH:5]=[CH:4][CH:3]=1, predict the reaction product. (5) Given the reactants Cl[C:2]1[C:11]2[C:6](=[CH:7][C:8]3[O:15][CH2:14][CH:13]([CH2:16][O:17][CH3:18])[O:12][C:9]=3[CH:10]=2)[N:5]=[CH:4][N:3]=1.[Cl:19][C:20]1[CH:21]=[C:22]([CH:24]=[CH:25][CH:26]=1)[NH2:23], predict the reaction product. The product is: [Cl:19][C:20]1[CH:21]=[C:22]([NH:23][C:2]2[C:11]3[C:6](=[CH:7][C:8]4[O:15][CH2:14][CH:13]([CH2:16][O:17][CH3:18])[O:12][C:9]=4[CH:10]=3)[N:5]=[CH:4][N:3]=2)[CH:24]=[CH:25][CH:26]=1. (6) Given the reactants Br[C:2]1[CH:7]=[CH:6][C:5]([Br:8])=[CH:4][CH:3]=1.[Li]CCCC.[F:14][C:15]([F:20])([F:19])[C:16](=[O:18])[CH3:17], predict the reaction product. The product is: [Br:8][C:5]1[CH:6]=[CH:7][C:2]([C:16]([OH:18])([CH3:17])[C:15]([F:20])([F:19])[F:14])=[CH:3][CH:4]=1. (7) Given the reactants [CH3:1][C:2]1[CH:3]=[C:4]2[CH:10]=[CH:9][NH:8][C:5]2=[N:6][CH:7]=1.[H-].[Na+].Cl[C:14]1[N:18]([CH3:19])[N:17]=[C:16]([CH3:20])[C:15]=1[CH:21]=[O:22].O, predict the reaction product. The product is: [CH3:19][N:18]1[C:14]([N:8]2[C:5]3=[N:6][CH:7]=[C:2]([CH3:1])[CH:3]=[C:4]3[CH:10]=[CH:9]2)=[C:15]([CH:21]=[O:22])[C:16]([CH3:20])=[N:17]1. (8) Given the reactants [C@@H:1]1([N:13]2[CH2:18][CH2:17][CH:16]([C:19]3[C:27]4[C:22](=[CH:23][C:24]([F:28])=[CH:25][CH:26]=4)[N:21]([CH2:29][CH:30]4[CH2:32][O:31]4)[CH:20]=3)[CH2:15][CH2:14]2)[C:11]2=[C:12]3[C:7](=[CH:8][CH:9]=[CH:10]2)[CH:6]=[CH:5][CH:4]=[C:3]3[CH2:2]1.[CH3:33][NH:34][CH3:35], predict the reaction product. The product is: [C@H:1]1([N:13]2[CH2:18][CH2:17][CH:16]([C:19]3[C:27]4[C:22](=[CH:23][C:24]([F:28])=[CH:25][CH:26]=4)[N:21]([CH2:29][CH:30]([OH:31])[CH2:32][N:34]([CH3:35])[CH3:33])[CH:20]=3)[CH2:15][CH2:14]2)[C:11]2=[C:12]3[C:7](=[CH:8][CH:9]=[CH:10]2)[CH:6]=[CH:5][CH:4]=[C:3]3[CH2:2]1. (9) Given the reactants [CH3:1][O:2][C:3]1[CH:12]=[C:11]2[C:6]([CH2:7][CH:8]([C:16]3[CH:21]=[CH:20][C:19]([O:22][CH3:23])=[CH:18][CH:17]=3)[CH:9]3[CH2:15][CH2:14][CH2:13][CH:10]32)=C(OS(C(F)(F)F)(=O)=O)[CH:4]=1.C1(P(C2C=CC=CC=2)CCCP(C2C=CC=CC=2)C2C=CC=CC=2)C=CC=CC=1.CO.[C:63]([O:66][CH2:67]C)(=[O:65])[CH3:64], predict the reaction product. The product is: [CH3:67][O:66][C:63]([C:64]1[C:6]2[CH2:7][CH:8]([C:16]3[CH:17]=[CH:18][C:19]([O:22][CH3:23])=[CH:20][CH:21]=3)[CH:9]3[CH2:15][CH2:14][CH2:13][CH:10]3[C:11]=2[CH:12]=[C:3]([O:2][CH3:1])[CH:4]=1)=[O:65]. (10) Given the reactants [CH:1]([N:4]1[C:8]([C:9]2[N:18]=[C:17]3[N:11]([CH2:12][CH2:13][O:14][C:15]4[CH:22]=[C:21](O)[N:20]=[CH:19][C:16]=43)[CH:10]=2)=[N:7][C:6](C)=[N:5]1)([CH3:3])[CH3:2].[CH3:25][C@@:26]1([C:31]([NH2:33])=[O:32])[CH2:30][CH2:29][CH2:28][NH:27]1, predict the reaction product. The product is: [CH:1]([N:4]1[C:8]([C:9]2[N:18]=[C:17]3[C:16]4[CH:19]=[N:20][C:21]([N:27]5[CH2:28][CH2:29][CH2:30][C@@:26]5([CH3:25])[C:31]([NH2:33])=[O:32])=[CH:22][C:15]=4[O:14][CH2:13][CH2:12][N:11]3[CH:10]=2)=[N:7][CH:6]=[N:5]1)([CH3:3])[CH3:2].